Task: Regression. Given a peptide amino acid sequence and an MHC pseudo amino acid sequence, predict their binding affinity value. This is MHC class II binding data.. Dataset: Peptide-MHC class II binding affinity with 134,281 pairs from IEDB (1) The peptide sequence is CIPSLEAAVKQAYAA. The MHC is HLA-DQA10102-DQB10602 with pseudo-sequence HLA-DQA10102-DQB10602. The binding affinity (normalized) is 0.765. (2) The peptide sequence is FKSGRGCGSCFEIKC. The MHC is DRB1_1001 with pseudo-sequence DRB1_1001. The binding affinity (normalized) is 0.181. (3) The peptide sequence is MSNPLTSPISCSYSL. The MHC is DRB1_0801 with pseudo-sequence DRB1_0801. The binding affinity (normalized) is 0. (4) The peptide sequence is YFVAILDYLNHMAKE. The MHC is HLA-DPA10201-DPB10501 with pseudo-sequence HLA-DPA10201-DPB10501. The binding affinity (normalized) is 0.421.